The task is: Predict the product of the given reaction.. This data is from Forward reaction prediction with 1.9M reactions from USPTO patents (1976-2016). (1) Given the reactants Br[C:2]1[CH:7]=[CH:6][C:5]([C:8]2[C:9](=[O:17])[NH:10][C:11]3([CH2:16][CH2:15][CH2:14][CH2:13]3)[N:12]=2)=[CH:4][CH:3]=1.[CH3:18][C:19]1[N:20]=[CH:21][NH:22][C:23]=1[CH3:24].CC(C)([O-])C.[K+].N1C=CN=C1, predict the reaction product. The product is: [CH3:18][C:19]1[N:20]=[CH:21][N:22]([C:2]2[CH:7]=[CH:6][C:5]([C:8]3[C:9](=[O:17])[NH:10][C:11]4([CH2:16][CH2:15][CH2:14][CH2:13]4)[N:12]=3)=[CH:4][CH:3]=2)[C:23]=1[CH3:24]. (2) Given the reactants [F:1][C:2]1[CH:3]=[C:4]([C:9]#[C:10][Si](C)(C)C)[C:5]([NH2:8])=[N:6][CH:7]=1.CC(C)([O-])C.[K+].[Cl-].[Na+], predict the reaction product. The product is: [F:1][C:2]1[CH:3]=[C:4]2[CH:9]=[CH:10][NH:8][C:5]2=[N:6][CH:7]=1. (3) Given the reactants [C:1]([C:4]1[S:5][CH:6]=[CH:7][CH:8]=1)(=O)C.[S:9]1[CH:13]=[CH:12][CH:11]=[C:10]1[C:14]([CH2:16][C:17]#[N:18])=[O:15].C1(=O)CCCC1.N1CCOCC1.[S], predict the reaction product. The product is: [NH2:18][C:17]1[S:5][C:6]2[CH2:1][CH2:4][CH2:8][C:7]=2[C:16]=1[C:14]([C:10]1[S:9][CH:13]=[CH:12][CH:11]=1)=[O:15]. (4) The product is: [CH2:24]([O:31][C@@H:32]1[C@@H:38]([O:39][CH2:40][C:41]2[CH:46]=[CH:45][CH:44]=[CH:43][CH:42]=2)[C@H:37]([O:47][CH2:48][C:49]2[CH:50]=[CH:51][CH:52]=[CH:53][CH:54]=2)[C@@H:36]([CH2:55][O:56][CH2:57][C:58]2[CH:59]=[CH:60][CH:61]=[CH:62][CH:63]=2)[O:35][CH:33]1[C:2]1[CH:3]=[C:4]([CH2:12][OH:13])[C:5]2[C:10]([CH:11]=1)=[CH:9][CH:8]=[CH:7][CH:6]=2)[C:25]1[CH:26]=[CH:27][CH:28]=[CH:29][CH:30]=1. Given the reactants Br[C:2]1[CH:3]=[C:4]([CH2:12][O:13][Si](C(C)C)(C(C)C)C(C)C)[C:5]2[C:10]([CH:11]=1)=[CH:9][CH:8]=[CH:7][CH:6]=2.[CH2:24]([O:31][C@@H:32]1[C@@H:38]([O:39][CH2:40][C:41]2[CH:46]=[CH:45][CH:44]=[CH:43][CH:42]=2)[C@H:37]([O:47][CH2:48][C:49]2[CH:54]=[CH:53][CH:52]=[CH:51][CH:50]=2)[C@@H:36]([CH2:55][O:56][CH2:57][C:58]2[CH:63]=[CH:62][CH:61]=[CH:60][CH:59]=2)[O:35][CH:33]1O)[C:25]1[CH:30]=[CH:29][CH:28]=[CH:27][CH:26]=1, predict the reaction product. (5) Given the reactants [C:1]1([S:11](Cl)(=[O:13])=[O:12])[C:10]2[C:5](=[CH:6][CH:7]=[CH:8][CH:9]=2)[CH:4]=[CH:3][CH:2]=1.Cl.[CH2:16]([N:19]([CH2:23][CH2:24][C:25]1[CH:26]=[CH:27][C:28]2[O:33][CH2:32][CH2:31][NH:30][C:29]=2[CH:34]=1)[CH2:20][CH2:21][CH3:22])[CH2:17][CH3:18].C(N(CC)CC)C.[C:42]([OH:49])(=[O:48])[CH2:43][CH2:44][C:45]([OH:47])=[O:46], predict the reaction product. The product is: [C:42]([OH:49])(=[O:48])[CH2:43][CH2:44][C:45]([OH:47])=[O:46].[CH2:16]([N:19]([CH2:23][CH2:24][C:25]1[CH:26]=[CH:27][C:28]2[O:33][CH2:32][CH2:31][N:30]([S:11]([C:1]3[C:10]4[C:5](=[CH:6][CH:7]=[CH:8][CH:9]=4)[CH:4]=[CH:3][CH:2]=3)(=[O:13])=[O:12])[C:29]=2[CH:34]=1)[CH2:20][CH2:21][CH3:22])[CH2:17][CH3:18]. (6) Given the reactants [NH2:1][C:2]1[CH:3]=[C:4]([CH:8]=[CH:9][C:10]=1[NH:11][CH2:12][CH2:13][CH2:14][NH:15][C:16]([O:18][C:19]([CH3:22])([CH3:21])[CH3:20])=[O:17])[C:5]([OH:7])=[O:6].C(O[C:26](OCC)(OCC)[CH2:27][CH3:28])C, predict the reaction product. The product is: [C:19]([O:18][C:16]([NH:15][CH2:14][CH2:13][CH2:12][N:11]1[C:10]2[CH:9]=[CH:8][C:4]([C:5]([OH:7])=[O:6])=[CH:3][C:2]=2[N:1]=[C:26]1[CH2:27][CH3:28])=[O:17])([CH3:22])([CH3:21])[CH3:20]. (7) Given the reactants O1CCCC1.[Cl:6][CH2:7][CH2:8][CH2:9][S:10]([N:13]([C:21]1[CH:26]=[C:25]([CH:27]([S:36]([C:39]2[CH:44]=[CH:43][C:42]([Cl:45])=[CH:41][CH:40]=2)(=[O:38])=[O:37])[C:28]2[CH:33]=[C:32]([F:34])[CH:31]=[CH:30][C:29]=2[F:35])[C:24]([Cl:46])=[CH:23][N:22]=1)S(CCCCl)(=O)=O)(=[O:12])=[O:11].[F-].C([N+](CCCC)(CCCC)CCCC)CCC.[Cl-].[NH4+], predict the reaction product. The product is: [Cl:6][CH2:7][CH2:8][CH2:9][S:10]([NH:13][C:21]1[CH:26]=[C:25]([CH:27]([S:36]([C:39]2[CH:40]=[CH:41][C:42]([Cl:45])=[CH:43][CH:44]=2)(=[O:37])=[O:38])[C:28]2[CH:33]=[C:32]([F:34])[CH:31]=[CH:30][C:29]=2[F:35])[C:24]([Cl:46])=[CH:23][N:22]=1)(=[O:11])=[O:12].